Dataset: Full USPTO retrosynthesis dataset with 1.9M reactions from patents (1976-2016). Task: Predict the reactants needed to synthesize the given product. (1) Given the product [Br:1][C:2]1[CH:3]=[CH:4][C:5]([Cl:8])=[N+:6]([O-:17])[CH:7]=1, predict the reactants needed to synthesize it. The reactants are: [Br:1][C:2]1[CH:3]=[CH:4][C:5]([Cl:8])=[N:6][CH:7]=1.ClC1C=CC=C(C(OO)=[O:17])C=1. (2) Given the product [C:1]([O:5][C:6]([NH:8][C@@H:9]1[CH2:14][CH2:13][CH2:12][CH2:11][C@@H:10]1[NH:15][C:16]1[C:25]2[C:20](=[CH:21][CH:22]=[C:23]([CH3:26])[CH:24]=2)[N:19]=[C:18]([NH:35][CH2:34][C:33]2[CH:36]=[CH:37][C:30]([O:29][CH3:28])=[CH:31][CH:32]=2)[N:17]=1)=[O:7])([CH3:4])([CH3:3])[CH3:2], predict the reactants needed to synthesize it. The reactants are: [C:1]([O:5][C:6]([NH:8][C@@H:9]1[CH2:14][CH2:13][CH2:12][CH2:11][C@@H:10]1[NH:15][C:16]1[C:25]2[C:20](=[CH:21][CH:22]=[C:23]([CH3:26])[CH:24]=2)[N:19]=[C:18](Cl)[N:17]=1)=[O:7])([CH3:4])([CH3:3])[CH3:2].[CH3:28][O:29][C:30]1[CH:37]=[CH:36][C:33]([CH2:34][NH2:35])=[CH:32][CH:31]=1.C(O)(=O)C. (3) Given the product [Cl:1][C:2]1[C:3]([S:22]([Cl:21])(=[O:24])=[O:23])=[CH:4][C:5]2[C:6]3[C:15]([C:18]([OH:20])=[O:19])=[CH:14][NH:13][C:7]=3[C:8](=[O:12])[NH:9][C:10]=2[CH:11]=1, predict the reactants needed to synthesize it. The reactants are: [Cl:1][C:2]1[CH:3]=[CH:4][C:5]2[C:6]3[CH:15]=[CH:14][NH:13][C:7]=3[C:8](=[O:12])[NH:9][C:10]=2[CH:11]=1.C([C:18]([O-:20])=[O:19])C.[Cl:21][S:22](O)(=[O:24])=[O:23]. (4) Given the product [ClH:3].[NH:5]1[CH2:8][CH:7]([C:9]([O:11][CH3:12])=[O:10])[CH2:6]1, predict the reactants needed to synthesize it. The reactants are: S(Cl)([Cl:3])=O.[NH:5]1[CH2:8][CH:7]([C:9]([OH:11])=[O:10])[CH2:6]1.[CH3:12]O. (5) Given the product [I:1][C:2]1[C:10]2[C:5](=[N:6][CH:7]=[C:8]([NH2:11])[CH:9]=2)[N:4]([CH3:14])[N:3]=1, predict the reactants needed to synthesize it. The reactants are: [I:1][C:2]1[C:10]2[C:5](=[N:6][CH:7]=[C:8]([N+:11]([O-])=O)[CH:9]=2)[N:4]([CH3:14])[N:3]=1.C(N(CC)CC)C.S1C=CC=C1.CN(C)C=O. (6) Given the product [CH:1]1([CH2:4][N:5]2[CH2:30][CH2:29][C@:12]34[C:13]5[C:14]6[O:28][C@H:11]3[C@H:10]([O:31][CH2:32][C:33]3[CH:38]=[CH:37][C:36]([O:39][CH3:40])=[CH:35][CH:34]=3)[CH2:9][CH2:8][C@@:7]4([O:41][CH2:48][CH2:49][CH3:50])[C@H:6]2[CH2:19][C:18]=5[CH:17]=[CH:16][C:15]=6[O:20][CH2:21][C:22]2[CH:27]=[CH:26][CH:25]=[CH:24][CH:23]=2)[CH2:3][CH2:2]1, predict the reactants needed to synthesize it. The reactants are: [CH:1]1([CH2:4][N:5]2[CH2:30][CH2:29][C@:12]34[C:13]5[C:14]6[O:28][C@H:11]3[C@H:10]([O:31][CH2:32][C:33]3[CH:38]=[CH:37][C:36]([O:39][CH3:40])=[CH:35][CH:34]=3)[CH2:9][CH2:8][C@@:7]4([OH:41])[C@H:6]2[CH2:19][C:18]=5[CH:17]=[CH:16][C:15]=6[O:20][CH2:21][C:22]2[CH:27]=[CH:26][CH:25]=[CH:24][CH:23]=2)[CH2:3][CH2:2]1.[H-].[Na+].S(OCCC)(O[CH2:48][CH2:49][CH3:50])(=O)=O.O. (7) Given the product [Br:1][C:2]1[CH:15]=[CH:14][C:13]2[O:12][C:11]3[C:6](=[CH:7][C:8]([I:16])=[CH:9][CH:10]=3)[C:5]3([CH2:18][CH2:19][S:22][C:21]([NH2:23])=[N:20]3)[C:4]=2[CH:3]=1, predict the reactants needed to synthesize it. The reactants are: [Br:1][C:2]1[CH:15]=[CH:14][C:13]2[O:12][C:11]3[C:6](=[CH:7][C:8]([I:16])=[CH:9][CH:10]=3)[C:5]([CH:18]=[CH2:19])(O)[C:4]=2[CH:3]=1.[NH2:20][C:21]([NH2:23])=[S:22].C(O)(C(F)(F)F)=O. (8) Given the product [CH3:23][S:24]([O:15][CH2:14][C:10]1([CH2:9][O:8][CH2:1][C:2]2[CH:3]=[CH:4][CH:5]=[CH:6][CH:7]=2)[CH2:13][O:12][CH2:11]1)(=[O:26])=[O:25], predict the reactants needed to synthesize it. The reactants are: [CH2:1]([O:8][CH2:9][C:10]1([CH2:14][OH:15])[CH2:13][O:12][CH2:11]1)[C:2]1[CH:7]=[CH:6][CH:5]=[CH:4][CH:3]=1.C(N(CC)CC)C.[CH3:23][S:24](Cl)(=[O:26])=[O:25].